Dataset: Reaction yield outcomes from USPTO patents with 853,638 reactions. Task: Predict the reaction yield, written as a fraction of the theoretical maximum amount of product (1.0 means a 100% yield; for example, 0.34 means a 34% yield). (1) The reactants are [CH3:1][C:2]([C:6]1[CH:7]=[C:8]2[C:13](=[CH:14][CH:15]=1)[C:12](=[O:16])[NH:11][CH2:10][CH2:9]2)([CH3:5])[C:3]#[N:4].[Br:17][C:18]1[CH:25]=[CH:24][CH:23]=[C:22](Br)[C:19]=1[CH:20]=[O:21].C(=O)([O-])[O-].[Cs+].[Cs+]. The catalyst is C1C=CC(/C=C/C(/C=C/C2C=CC=CC=2)=O)=CC=1.C1C=CC(/C=C/C(/C=C/C2C=CC=CC=2)=O)=CC=1.[Pd].CC1(C)C2C(=C(P(C3C=CC=CC=3)C3C=CC=CC=3)C=CC=2)OC2C(P(C3C=CC=CC=3)C3C=CC=CC=3)=CC=CC1=2. The product is [Br:17][C:18]1[C:19]([CH:20]=[O:21])=[C:22]([N:11]2[CH2:10][CH2:9][C:8]3[C:13](=[CH:14][CH:15]=[C:6]([C:2]([CH3:1])([CH3:5])[C:3]#[N:4])[CH:7]=3)[C:12]2=[O:16])[CH:23]=[CH:24][CH:25]=1. The yield is 0.460. (2) The reactants are C([O:3][C:4](=O)[CH:5]([CH:11]1[CH2:16][CH2:15][N:14]([C:17]([O:19][C:20]([CH3:23])([CH3:22])[CH3:21])=[O:18])[CH2:13][CH2:12]1)[C:6](OCC)=[O:7])C.[Li+].[BH4-].Cl. The catalyst is C1COCC1.C1(C)C=CC=CC=1. The product is [C:20]([O:19][C:17]([N:14]1[CH2:15][CH2:16][CH:11]([CH:5]([CH2:4][OH:3])[CH2:6][OH:7])[CH2:12][CH2:13]1)=[O:18])([CH3:23])([CH3:22])[CH3:21]. The yield is 0.630.